Dataset: Full USPTO retrosynthesis dataset with 1.9M reactions from patents (1976-2016). Task: Predict the reactants needed to synthesize the given product. Given the product [CH3:1][S:2]([O:46][CH2:45][CH2:44][C:41]1[CH:40]=[CH:39][C:38]([O:37][CH2:36][CH2:35][CH2:34][N:27]2[CH2:33][CH2:32][CH2:31][CH2:30][CH2:29][CH2:28]2)=[CH:43][CH:42]=1)(=[O:4])=[O:3], predict the reactants needed to synthesize it. The reactants are: [CH3:1][S:2](OCCCCC1C=CC(OCCCN2CCCCCC2)=CC=1)(=[O:4])=[O:3].[N:27]1([CH2:34][CH2:35][CH2:36][O:37][C:38]2[CH:43]=[CH:42][C:41]([CH2:44][CH2:45][OH:46])=[CH:40][CH:39]=2)[CH2:33][CH2:32][CH2:31][CH2:30][CH2:29][CH2:28]1.